From a dataset of Forward reaction prediction with 1.9M reactions from USPTO patents (1976-2016). Predict the product of the given reaction. (1) Given the reactants [NH2:1][CH2:2][CH2:3][CH:4]([C:6]1[S:7][CH:8]=[C:9]([Br:11])[CH:10]=1)[OH:5].[F:12][C:13]([F:20])([F:19])[C:14](OCC)=[O:15], predict the reaction product. The product is: [Br:11][C:9]1[CH:10]=[C:6]([CH:4]([OH:5])[CH2:3][CH2:2][NH:1][C:14](=[O:15])[C:13]([F:20])([F:19])[F:12])[S:7][CH:8]=1. (2) Given the reactants Br[C:2]1[C:11]2[C:6](=[CH:7][CH:8]=[CH:9][CH:10]=2)[N:5]=[C:4]([C:12]([O:14][CH2:15][CH3:16])=[O:13])[CH:3]=1.C(N(CC)CC)C.[C:24]([C:26]1[CH:31]=[CH:30][CH:29]=[CH:28][N:27]=1)#[CH:25], predict the reaction product. The product is: [CH2:15]([O:14][C:12]([C:4]1[CH:3]=[C:2]([C:25]#[C:24][C:26]2[CH:31]=[CH:30][CH:29]=[CH:28][N:27]=2)[C:11]2[C:6](=[CH:7][CH:8]=[CH:9][CH:10]=2)[N:5]=1)=[O:13])[CH3:16]. (3) Given the reactants [N:1]12[CH2:8][CH2:7][CH:4]([CH2:5][CH2:6]1)[CH:3]([O:9][C:10](=[O:23])[NH:11][C:12]([C:15]1[CH:20]=[CH:19][C:18]([F:21])=[C:17](Br)[CH:16]=1)([CH3:14])[CH3:13])[CH2:2]2, predict the reaction product. The product is: [N:1]12[CH2:8][CH2:7][CH:4]([CH2:5][CH2:6]1)[CH:3]([O:9][C:10](=[O:23])[NH:11][C:12]([C:15]1[CH:16]=[C:17]([C:15]3[CH:20]=[CH:19][C:18]([F:21])=[CH:17][CH:16]=3)[C:18]([F:21])=[CH:19][CH:20]=1)([CH3:14])[CH3:13])[CH2:2]2. (4) Given the reactants [NH2:1][C:2]1[CH:7]=[CH:6][C:5]([NH:8][C:9](=[O:15])[O:10][C:11]([CH3:14])([CH3:13])[CH3:12])=[C:4]([C:16]#[N:17])[C:3]=1[Br:18].[C:19]1([Cl:25])[C:23](Cl)=[S+:22][S:21][N:20]=1.[Cl-], predict the reaction product. The product is: [C:11]([O:10][C:9](=[O:15])[NH:8][C:5]1[CH:6]=[CH:7][C:2](/[N:1]=[C:23]2/[C:19]([Cl:25])=[N:20][S:21][S:22]/2)=[C:3]([Br:18])[C:4]=1[C:16]#[N:17])([CH3:13])([CH3:14])[CH3:12].